Predict the product of the given reaction. From a dataset of Forward reaction prediction with 1.9M reactions from USPTO patents (1976-2016). (1) Given the reactants [C:1]([O:5][C:6](=[O:27])[NH:7][CH2:8][C@@H:9](C1C(=O)C2C(=CC=CC=2)C1=O)[C:10]1[CH:15]=[CH:14][CH:13]=[CH:12][CH:11]=1)([CH3:4])([CH3:3])[CH3:2].[NH2:28]N, predict the reaction product. The product is: [C:1]([O:5][C:6](=[O:27])[NH:7][CH2:8][C@@H:9]([NH2:28])[C:10]1[CH:15]=[CH:14][CH:13]=[CH:12][CH:11]=1)([CH3:4])([CH3:3])[CH3:2]. (2) The product is: [O:3]1[CH2:4][CH2:5][O:1][CH:2]1[C:6]1[N:11]=[C:10]2[NH:12][CH2:13][CH2:14][C:9]2=[CH:8][CH:7]=1. Given the reactants [O:1]1[CH2:5][CH2:4][O:3][CH:2]1[C:6]1[N:11]=[C:10]2[NH:12][CH:13]=[CH:14][C:9]2=[CH:8][CH:7]=1, predict the reaction product. (3) Given the reactants FC(F)(F)S(N(C1C=CC=CC=1)S(C(F)(F)F)(=O)=O)(=O)=O.[OH:22][C:23]([C:34]1[CH:43]=[C:42]2[C:37]([C@@H:38]3[CH2:49][C:48]([CH3:50])=[CH:47][CH2:46][C@H:39]3[C:40]([CH3:45])([CH3:44])[O:41]2)=[C:36]([OH:51])[CH:35]=1)([CH2:28][CH2:29][CH2:30][CH2:31][CH2:32][CH3:33])[CH2:24][C:25](O)=[O:26].C(N(CC)CC)C.CCCCCC, predict the reaction product. The product is: [CH2:28]([C:23]1([C:34]2[CH:43]=[C:42]3[C:37]([C@@H:38]4[CH2:49][C:48]([CH3:50])=[CH:47][CH2:46][C@H:39]4[C:40]([CH3:44])([CH3:45])[O:41]3)=[C:36]([OH:51])[CH:35]=2)[O:22][C:25](=[O:26])[CH2:24]1)[CH2:29][CH2:30][CH2:31][CH2:32][CH3:33]. (4) Given the reactants O.[OH-].[Li+].C([O:11][C:12]([C:14]1([C:45](=[O:53])[NH:46][N:47]2[CH2:52][CH2:51][CH2:50][CH2:49][CH2:48]2)[CH2:19][CH2:18][N:17]([CH2:20][C:21]2[CH:26]=[CH:25][C:24]([C:27]3[N:31]=[C:30]([C:32]4[CH:37]=[CH:36][C:35]([C:38]5[CH:43]=[CH:42][CH:41]=[CH:40][CH:39]=5)=[C:34]([F:44])[CH:33]=4)[O:29][N:28]=3)=[CH:23][CH:22]=2)[CH2:16][CH2:15]1)=[O:13])C1C=CC=CC=1, predict the reaction product. The product is: [F:44][C:34]1[CH:33]=[C:32]([C:30]2[O:29][N:28]=[C:27]([C:24]3[CH:25]=[CH:26][C:21]([CH2:20][N:17]4[CH2:16][CH2:15][C:14]([C:45](=[O:53])[NH:46][N:47]5[CH2:52][CH2:51][CH2:50][CH2:49][CH2:48]5)([C:12]([OH:13])=[O:11])[CH2:19][CH2:18]4)=[CH:22][CH:23]=3)[N:31]=2)[CH:37]=[CH:36][C:35]=1[C:38]1[CH:43]=[CH:42][CH:41]=[CH:40][CH:39]=1. (5) Given the reactants [CH3:1][O:2][N:3]=[CH:4][C:5]1[CH:10]=[CH:9][CH:8]=[CH:7][C:6]=1[O:11][CH:12]([CH3:14])[CH3:13].C([BH3-])#N.[Na+], predict the reaction product. The product is: [CH:12]([O:11][C:6]1[CH:7]=[CH:8][CH:9]=[CH:10][C:5]=1[CH2:4][NH:3][O:2][CH3:1])([CH3:14])[CH3:13]. (6) Given the reactants C([N:3]([CH2:6][CH3:7])CC)C.C[CH2:9][C:10](C(Cl)=O)=[O:11].[C:15]1([C:21]([CH:23]([C:25]2[CH:30]=[CH:29][CH:28]=[CH:27][CH:26]=2)O)=[O:22])[CH:20]=[CH:19][CH:18]=[CH:17][CH:16]=1.[O:31]1CCCC1, predict the reaction product. The product is: [CH2:10]([O:11][C:7]([C:6]1[O:22][C:21]([C:15]2[CH:20]=[CH:19][CH:18]=[CH:17][CH:16]=2)=[C:23]([C:25]2[CH:30]=[CH:29][CH:28]=[CH:27][CH:26]=2)[N:3]=1)=[O:31])[CH3:9]. (7) The product is: [CH2:4]([O:5][C:6]1[CH:11]=[CH:10][C:9]([O:12][CH3:13])=[C:8]([CH:7]=1)[CH:14]=[O:15])[C:25]1[CH:30]=[CH:29][CH:28]=[CH:27][CH:26]=1. Given the reactants C[O-].[Na+].[C:4](=O)(OC)[O:5][C:6]1[CH:11]=[CH:10][C:9]([O:12][CH3:13])=[C:8]([CH:14]=[O:15])[CH:7]=1.C([O-])([O-])=O.[K+].[K+].[CH:25]1[CH:30]=[CH:29][C:28](CBr)=[CH:27][CH:26]=1, predict the reaction product. (8) Given the reactants [CH3:1][O:2][C:3]1[CH:10]=[CH:9][C:8]([O:11][CH3:12])=[CH:7][C:4]=1[CH2:5][NH2:6].C[O:14][C:15](=O)/[CH:16]=[C:17](/[O:20][CH3:21])\[CH2:18]Cl, predict the reaction product. The product is: [CH3:1][O:2][C:3]1[CH:10]=[CH:9][C:8]([O:11][CH3:12])=[CH:7][C:4]=1[CH2:5][N:6]1[CH2:18][C:17]([O:20][CH3:21])=[CH:16][C:15]1=[O:14].